Predict the product of the given reaction. From a dataset of Forward reaction prediction with 1.9M reactions from USPTO patents (1976-2016). (1) Given the reactants [CH2:1]([O:3][C:4]1[N:5]([C:20]2[CH:25]=[CH:24][CH:23]=[CH:22][CH:21]=2)[C:6]([C:14]2[CH:19]=[CH:18][CH:17]=[CH:16][CH:15]=2)=[C:7]([C:9]([O:11]CC)=[O:10])[N:8]=1)[CH3:2].[OH-].[Na+].C(O)C.Cl, predict the reaction product. The product is: [CH2:1]([O:3][C:4]1[N:5]([C:20]2[CH:25]=[CH:24][CH:23]=[CH:22][CH:21]=2)[C:6]([C:14]2[CH:19]=[CH:18][CH:17]=[CH:16][CH:15]=2)=[C:7]([C:9]([OH:11])=[O:10])[N:8]=1)[CH3:2]. (2) Given the reactants C[C:2]1[N:10]=[CH:9][C:8]([NH2:11])=[CH:7][C:3]=1[C:4]([OH:6])=[O:5].Cl[C:13]1[N:18]=[CH:17][C:16]([C:19]2[CH:24]=[CH:23][C:22]([O:25][CH:26]([F:28])[F:27])=[CH:21][CH:20]=2)=[CH:15][N:14]=1.CC1(C)C2C(=C(P(C3C=CC=CC=3)C3C=CC=CC=3)C=CC=2)OC2C(P(C3C=CC=CC=3)C3C=CC=CC=3)=CC=CC1=2.C([O-])([O-])=O.[Cs+].[Cs+], predict the reaction product. The product is: [F:28][CH:26]([F:27])[O:25][C:22]1[CH:21]=[CH:20][C:19]([C:16]2[CH:17]=[N:18][C:13]([NH:11][C:8]3[CH:9]=[N:10][CH:2]=[C:3]([CH:7]=3)[C:4]([OH:6])=[O:5])=[N:14][CH:15]=2)=[CH:24][CH:23]=1. (3) Given the reactants Br[C:2]1[CH:3]=[CH:4][C:5]([N:8]2[CH2:13][CH2:12][N:11]([C:14]([O:16][C:17]([CH3:20])([CH3:19])[CH3:18])=[O:15])[CH2:10][CH2:9]2)=[N:6][CH:7]=1.[C:21]1(B(O)O)[CH:26]=[CH:25][CH:24]=[CH:23][CH:22]=1.C(O)C.C(=O)([O-])[O-].[Na+].[Na+], predict the reaction product. The product is: [C:21]1([C:2]2[CH:3]=[CH:4][C:5]([N:8]3[CH2:13][CH2:12][N:11]([C:14]([O:16][C:17]([CH3:20])([CH3:19])[CH3:18])=[O:15])[CH2:10][CH2:9]3)=[N:6][CH:7]=2)[CH:26]=[CH:25][CH:24]=[CH:23][CH:22]=1. (4) Given the reactants [C:1]([O:5][C:6]([NH:8][C@H:9]([C:20]([OH:22])=[O:21])[CH2:10][CH2:11][O:12][Si:13]([C:16]([CH3:19])([CH3:18])[CH3:17])([CH3:15])[CH3:14])=[O:7])([CH3:4])([CH3:3])[CH3:2].[CH:23]1(O)[CH2:27][CH2:26][CH2:25][CH2:24]1.CCN=C=NCCCN(C)C, predict the reaction product. The product is: [C:1]([O:5][C:6]([NH:8][C@H:9]([C:20]([O:22][CH:23]1[CH2:27][CH2:26][CH2:25][CH2:24]1)=[O:21])[CH2:10][CH2:11][O:12][Si:13]([C:16]([CH3:19])([CH3:18])[CH3:17])([CH3:15])[CH3:14])=[O:7])([CH3:4])([CH3:2])[CH3:3]. (5) The product is: [ClH:21].[Br:26][C:27]1[CH:32]=[CH:31][C:30]([C:11]2([C:15]3[CH:20]=[CH:19][CH:18]=[C:17]([Cl:21])[CH:16]=3)[CH2:10][CH2:9][NH:8][CH2:13][CH2:12]2)=[CH:29][CH:28]=1. Given the reactants C(OC([N:8]1[CH2:13][CH2:12][C:11]([C:15]2[CH:20]=[CH:19][CH:18]=[C:17]([Cl:21])[CH:16]=2)(O)[CH2:10][CH2:9]1)=O)(C)(C)C.[Cl-].[Al+3].[Cl-].[Cl-].[Br:26][C:27]1[CH:32]=[CH:31][CH:30]=[CH:29][CH:28]=1, predict the reaction product. (6) Given the reactants [Br:1][C:2]1[C:7](=[O:8])[N:6]([C:9]2[CH:10]=[C:11]([CH:15]=[CH:16][C:17]=2[CH3:18])[C:12]([OH:14])=O)[CH:5]=[N:4][C:3]=1[O:19][CH2:20][C:21]1[CH:26]=[CH:25][C:24]([F:27])=[CH:23][C:22]=1[F:28].ClC(OCC(C)C)=O.CN1CCOCC1.Cl.[CH3:45][NH:46][C:47](=[O:50])[CH2:48][NH2:49], predict the reaction product. The product is: [Br:1][C:2]1[C:7](=[O:8])[N:6]([C:9]2[CH:10]=[C:11]([CH:15]=[CH:16][C:17]=2[CH3:18])[C:12]([NH:49][CH2:48][C:47]([NH:46][CH3:45])=[O:50])=[O:14])[CH:5]=[N:4][C:3]=1[O:19][CH2:20][C:21]1[CH:26]=[CH:25][C:24]([F:27])=[CH:23][C:22]=1[F:28]. (7) Given the reactants C([SiH](CC)CC)C.[CH2:8]([O:15][C@@H:16]1[C@H:21]([O:22][CH2:23][C:24]2[CH:29]=[CH:28][CH:27]=[CH:26][CH:25]=2)[C@@H:20]([O:30][CH2:31][C:32]2[CH:37]=[CH:36][CH:35]=[CH:34][CH:33]=2)[C@@H:19]([CH2:38][O:39][CH2:40][C:41]2[CH:46]=[CH:45][CH:44]=[CH:43][CH:42]=2)[O:18][C:17]1([C:48]1[C:57]2[C:52](=[CH:53][CH:54]=[CH:55][CH:56]=2)[CH:51]=[C:50]([CH2:58][C:59]2[S:63][C:62]3[CH:64]=[CH:65][C:66]([F:68])=[CH:67][C:61]=3[CH:60]=2)[CH:49]=1)O)[C:9]1[CH:14]=[CH:13][CH:12]=[CH:11][CH:10]=1.C(=O)([O-])O.[Na+], predict the reaction product. The product is: [CH2:8]([O:15][C@H:16]1[C@@H:21]([O:22][CH2:23][C:24]2[CH:29]=[CH:28][CH:27]=[CH:26][CH:25]=2)[C@@H:20]([O:30][CH2:31][C:32]2[CH:33]=[CH:34][CH:35]=[CH:36][CH:37]=2)[C@@H:19]([CH2:38][O:39][CH2:40][C:41]2[CH:46]=[CH:45][CH:44]=[CH:43][CH:42]=2)[O:18][CH:17]1[C:48]1[C:57]2[C:52](=[CH:53][CH:54]=[CH:55][CH:56]=2)[CH:51]=[C:50]([CH2:58][C:59]2[S:63][C:62]3[CH:64]=[CH:65][C:66]([F:68])=[CH:67][C:61]=3[CH:60]=2)[CH:49]=1)[C:9]1[CH:14]=[CH:13][CH:12]=[CH:11][CH:10]=1. (8) Given the reactants [N+:1]([C:4]1[CH:5]=[CH:6][C:7]2[O:12][C@@:11]([CH3:18])([CH:13]([O:16][CH3:17])[O:14][CH3:15])[C@@H:10]3[O:19][C@@H:9]3[C:8]=2[CH:20]=1)([O-:3])=[O:2].[CH:21]([C:24]1[CH:29]=[CH:28][CH:27]=[CH:26][C:25]=1[NH:30][CH2:31][C:32]1[NH:33][CH:34]=[CH:35][N:36]=1)([CH3:23])[CH3:22], predict the reaction product. The product is: [N+:1]([C:4]1[CH:5]=[CH:6][C:7]2[O:12][C@@:11]([CH3:18])([CH:13]([O:16][CH3:17])[O:14][CH3:15])[C@H:10]([OH:19])[C@@H:9]([N:30]([C:25]3[CH:26]=[CH:27][CH:28]=[CH:29][C:24]=3[CH:21]([CH3:23])[CH3:22])[CH2:31][C:32]3[NH:36][CH:35]=[CH:34][N:33]=3)[C:8]=2[CH:20]=1)([O-:3])=[O:2].